This data is from Full USPTO retrosynthesis dataset with 1.9M reactions from patents (1976-2016). The task is: Predict the reactants needed to synthesize the given product. (1) Given the product [C:1]([O:5][C:6]([N:8]1[CH2:13][CH2:12][N:11]2[C:14]([CH2:18][CH3:19])=[N:15][C:16]([CH:39]=[O:40])=[C:10]2[CH:9]1[CH2:20][CH2:21][C:22]1[CH:27]=[CH:26][C:25]([C:28]([F:31])([F:30])[F:29])=[CH:24][CH:23]=1)=[O:7])([CH3:4])([CH3:3])[CH3:2], predict the reactants needed to synthesize it. The reactants are: [C:1]([O:5][C:6]([N:8]1[CH2:13][CH2:12][N:11]2[C:14]([CH2:18][CH3:19])=[N:15][C:16](I)=[C:10]2[CH:9]1[CH2:20][CH2:21][C:22]1[CH:27]=[CH:26][C:25]([C:28]([F:31])([F:30])[F:29])=[CH:24][CH:23]=1)=[O:7])([CH3:4])([CH3:3])[CH3:2].C([Mg]Br)C.CN([CH:39]=[O:40])C.O. (2) Given the product [Cl:1][C:2]1[CH:3]=[C:4]([NH:13][NH2:14])[C:5]([N+:8]([O-:10])=[O:9])=[N:6][CH:7]=1, predict the reactants needed to synthesize it. The reactants are: [Cl:1][C:2]1[CH:3]=[C:4](F)[C:5]([N+:8]([O-:10])=[O:9])=[N:6][CH:7]=1.O.[NH2:13][NH2:14].CCOCC. (3) Given the product [Cl:17][C:18]1[CH:23]=[CH:22][C:21]([S:24]([NH:4][C:3]2[C:5]([O:9][CH3:10])=[CH:6][CH:7]=[CH:8][C:2]=2[F:1])(=[O:26])=[O:25])=[CH:20][C:19]=1[N+:28]([O-:30])=[O:29], predict the reactants needed to synthesize it. The reactants are: [F:1][C:2]1[CH:8]=[CH:7][CH:6]=[C:5]([O:9][CH3:10])[C:3]=1[NH2:4].C(=O)([O-])O.[Na+].O.[Cl:17][C:18]1[CH:23]=[CH:22][C:21]([S:24](Cl)(=[O:26])=[O:25])=[CH:20][C:19]=1[N+:28]([O-:30])=[O:29]. (4) Given the product [CH3:1][O:2][C:3]1[CH:4]=[CH:5][C:6]([C:9]2[S:13][C:12]([NH:14][C:15]3[CH:16]=[CH:17][C:18]([N:33]4[CH2:34][CH2:35][N:30]([CH3:29])[CH2:31][CH2:32]4)=[CH:19][CH:20]=3)=[N:11][CH:10]=2)=[CH:7][CH:8]=1, predict the reactants needed to synthesize it. The reactants are: [CH3:1][O:2][C:3]1[CH:8]=[CH:7][C:6]([C:9]2[S:13][C:12]([NH:14][C:15]3[CH:20]=[CH:19][C:18](OCCN4CCCC4)=[CH:17][CH:16]=3)=[N:11][CH:10]=2)=[CH:5][CH:4]=1.[CH3:29][N:30]1[CH2:35][CH2:34][N:33](C2C=CC(NC(N)=S)=CC=2)[CH2:32][CH2:31]1.